Dataset: NCI-60 drug combinations with 297,098 pairs across 59 cell lines. Task: Regression. Given two drug SMILES strings and cell line genomic features, predict the synergy score measuring deviation from expected non-interaction effect. (1) Drug 1: C1CCN(CC1)CCOC2=CC=C(C=C2)C(=O)C3=C(SC4=C3C=CC(=C4)O)C5=CC=C(C=C5)O. Drug 2: CC1=C2C(C(=O)C3(C(CC4C(C3C(C(C2(C)C)(CC1OC(=O)C(C(C5=CC=CC=C5)NC(=O)OC(C)(C)C)O)O)OC(=O)C6=CC=CC=C6)(CO4)OC(=O)C)O)C)O. Cell line: A498. Synergy scores: CSS=26.8, Synergy_ZIP=-3.43, Synergy_Bliss=3.72, Synergy_Loewe=-17.0, Synergy_HSA=3.80. (2) Drug 1: CC1=C2C(C(=O)C3(C(CC4C(C3C(C(C2(C)C)(CC1OC(=O)C(C(C5=CC=CC=C5)NC(=O)C6=CC=CC=C6)O)O)OC(=O)C7=CC=CC=C7)(CO4)OC(=O)C)O)C)OC(=O)C. Drug 2: C1CN1C2=NC(=NC(=N2)N3CC3)N4CC4. Cell line: UO-31. Synergy scores: CSS=21.6, Synergy_ZIP=-8.22, Synergy_Bliss=-1.30, Synergy_Loewe=-0.00325, Synergy_HSA=0.843. (3) Drug 1: C(=O)(N)NO. Drug 2: C1CNP(=O)(OC1)N(CCCl)CCCl. Cell line: HCC-2998. Synergy scores: CSS=27.9, Synergy_ZIP=-7.22, Synergy_Bliss=-3.92, Synergy_Loewe=-16.6, Synergy_HSA=-3.36. (4) Drug 1: C1=C(C(=O)NC(=O)N1)N(CCCl)CCCl. Drug 2: CN(CC1=CN=C2C(=N1)C(=NC(=N2)N)N)C3=CC=C(C=C3)C(=O)NC(CCC(=O)O)C(=O)O. Cell line: SK-OV-3. Synergy scores: CSS=31.8, Synergy_ZIP=-4.66, Synergy_Bliss=-1.11, Synergy_Loewe=-25.7, Synergy_HSA=-0.813. (5) Drug 1: CN1C(=O)N2C=NC(=C2N=N1)C(=O)N. Drug 2: C1=CC=C(C(=C1)C(C2=CC=C(C=C2)Cl)C(Cl)Cl)Cl. Cell line: OVCAR-5. Synergy scores: CSS=-3.11, Synergy_ZIP=1.12, Synergy_Bliss=-0.229, Synergy_Loewe=-2.92, Synergy_HSA=-3.13. (6) Drug 1: C1=C(C(=O)NC(=O)N1)F. Drug 2: CCCS(=O)(=O)NC1=C(C(=C(C=C1)F)C(=O)C2=CNC3=C2C=C(C=N3)C4=CC=C(C=C4)Cl)F. Cell line: EKVX. Synergy scores: CSS=30.4, Synergy_ZIP=1.30, Synergy_Bliss=3.58, Synergy_Loewe=1.42, Synergy_HSA=1.82. (7) Drug 1: CCC1(C2=C(COC1=O)C(=O)N3CC4=CC5=C(C=CC(=C5CN(C)C)O)N=C4C3=C2)O.Cl. Drug 2: C(CCl)NC(=O)N(CCCl)N=O. Cell line: K-562. Synergy scores: CSS=49.3, Synergy_ZIP=-16.0, Synergy_Bliss=-18.1, Synergy_Loewe=-5.03, Synergy_HSA=-4.76. (8) Drug 1: CNC(=O)C1=CC=CC=C1SC2=CC3=C(C=C2)C(=NN3)C=CC4=CC=CC=N4. Drug 2: CC1=C(C=C(C=C1)C(=O)NC2=CC(=CC(=C2)C(F)(F)F)N3C=C(N=C3)C)NC4=NC=CC(=N4)C5=CN=CC=C5. Cell line: TK-10. Synergy scores: CSS=8.39, Synergy_ZIP=-1.49, Synergy_Bliss=3.58, Synergy_Loewe=0.718, Synergy_HSA=2.32.